The task is: Regression. Given a peptide amino acid sequence and an MHC pseudo amino acid sequence, predict their binding affinity value. This is MHC class I binding data.. This data is from Peptide-MHC class I binding affinity with 185,985 pairs from IEDB/IMGT. The peptide sequence is NSSVNVSLTA. The MHC is HLA-B57:01 with pseudo-sequence HLA-B57:01. The binding affinity (normalized) is 0.439.